Dataset: Full USPTO retrosynthesis dataset with 1.9M reactions from patents (1976-2016). Task: Predict the reactants needed to synthesize the given product. (1) Given the product [CH3:1][C:2]1[C:6]([C:7]2[CH:8]=[C:9]([NH:13][C:16]3[CH:17]=[C:18]([CH:23]=[CH:24][CH:25]=3)[C:19]([O:21][CH3:22])=[O:20])[CH:10]=[N:11][CH:12]=2)=[C:5]([CH3:14])[O:4][N:3]=1, predict the reactants needed to synthesize it. The reactants are: [CH3:1][C:2]1[C:6]([C:7]2[CH:8]=[C:9]([NH2:13])[CH:10]=[N:11][CH:12]=2)=[C:5]([CH3:14])[O:4][N:3]=1.Br[C:16]1[CH:17]=[C:18]([CH:23]=[CH:24][CH:25]=1)[C:19]([O:21][CH3:22])=[O:20].C([O-])([O-])=O.[Cs+].[Cs+]. (2) Given the product [C:10]([C:29]1[CH:30]=[CH:31][C:32]2[C:38]3[C:39]([O:47][CH3:48])=[C:40]([O:45][CH3:46])[C:41]([O:43][CH3:44])=[CH:42][C:37]=3[CH2:36][CH2:35][C@H:34]([NH:49][C:50](=[O:52])[CH3:51])[C:33]=2[CH:53]=1)(=[O:11])[NH2:8], predict the reactants needed to synthesize it. The reactants are: C(Cl)(=O)C(Cl)=O.C[N:8]([CH:10]=[O:11])C.C(OC(N[C@H](CCCCNC(OC(C)(C)C)=O)C(NCCC(O[C:29]1[CH:30]=[CH:31][C:32]2[C:38]3[C:39]([O:47][CH3:48])=[C:40]([O:45][CH3:46])[C:41]([O:43][CH3:44])=[CH:42][C:37]=3[CH2:36][CH2:35][C@H:34]([NH:49][C:50](=[O:52])[CH3:51])[C:33]=2[CH:53]=1)=O)=O)=O)(C)(C)C. (3) The reactants are: [CH2:1]([C:3]1[S:7][C:6]([C:8](=[O:10])[CH3:9])=[C:5]2[CH2:11][CH2:12][C:13]([CH3:16])([CH3:15])[CH2:14][C:4]=12)[CH3:2].[CH:17]([C:19]1[CH:24]=[C:23]([CH3:25])[C:22]([CH2:26][CH2:27][C:28]([OH:30])=[O:29])=[C:21]([CH3:31])[CH:20]=1)=O.[OH-].[Na+]. Given the product [CH2:1]([C:3]1[S:7][C:6]([C:8](=[O:10])[CH:9]=[CH:17][C:19]2[CH:24]=[C:23]([CH3:25])[C:22]([CH2:26][CH2:27][C:28]([OH:30])=[O:29])=[C:21]([CH3:31])[CH:20]=2)=[C:5]2[CH2:11][CH2:12][C:13]([CH3:15])([CH3:16])[CH2:14][C:4]=12)[CH3:2], predict the reactants needed to synthesize it. (4) Given the product [NH:11]1[C:19]2[CH:18]=[CH:17][CH:16]=[CH:15][C:14]=2[N:13]=[C:12]1[C@H:8]([NH:9][C:10]([NH:32][CH2:31][C:25]1[CH:26]=[CH:27][CH:28]=[C:29]([Cl:30])[C:24]=1[Cl:23])=[O:20])[CH2:7][C:6]1[CH:21]=[CH:22][C:3]([O:2][CH3:1])=[CH:4][CH:5]=1, predict the reactants needed to synthesize it. The reactants are: [CH3:1][O:2][C:3]1[CH:22]=[CH:21][C:6]([CH2:7][C@@H:8]2[C:12]3=[N:13][C:14]4[CH:19]=[CH:18][CH:17]=[CH:16][C:15]=4[N:11]3[C:10](=[O:20])[NH:9]2)=[CH:5][CH:4]=1.[Cl:23][C:24]1[C:29]([Cl:30])=[CH:28][CH:27]=[CH:26][C:25]=1[CH2:31][NH2:32].C(O)(C(F)(F)F)=O. (5) Given the product [ClH:1].[CH:20]1([C:17]2([F:19])[CH2:18][NH:15][CH2:16]2)[CH2:22][CH2:21]1, predict the reactants needed to synthesize it. The reactants are: [ClH:1].C([N:15]1[CH2:18][C:17]([CH:20]2[CH2:22][CH2:21]2)([F:19])[CH2:16]1)(C1C=CC=CC=1)C1C=CC=CC=1. (6) Given the product [CH:17]([C:14]1[S:13][C:12]([NH:11][C:9](=[O:10])[C@H:8]([C:5]2[CH:6]=[CH:7][C:2]([NH:1][C:21](=[O:28])[C:22]3[CH:27]=[CH:26][N:25]=[CH:24][CH:23]=3)=[CH:3][CH:4]=2)[CH3:20])=[N:16][CH:15]=1)([CH3:19])[CH3:18], predict the reactants needed to synthesize it. The reactants are: [NH2:1][C:2]1[CH:7]=[CH:6][C:5]([C@H:8]([CH3:20])[C:9]([NH:11][C:12]2[S:13][C:14]([CH:17]([CH3:19])[CH3:18])=[CH:15][N:16]=2)=[O:10])=[CH:4][CH:3]=1.[C:21](O)(=[O:28])[C:22]1[CH:27]=[CH:26][N:25]=[CH:24][CH:23]=1. (7) Given the product [Cl:1][C:2]1[CH:47]=[N:46][C:5]2[O:6][C:7]3([CH2:45][CH2:44]3)[C:8](=[O:43])[N:9]([CH:10]3[CH2:11][CH2:12][N:13]([C:16]([C:18]4[CH:23]=[CH:22][C:21]([C:24]5[CH:29]=[CH:28][CH:27]=[CH:26][C:25]=5[O:30][CH2:31][C:32]([CH3:40])([CH3:41])[C:33]([OH:35])=[O:34])=[CH:20][C:19]=4[CH3:42])=[O:17])[CH2:14][CH2:15]3)[C:4]=2[CH:3]=1, predict the reactants needed to synthesize it. The reactants are: [Cl:1][C:2]1[CH:47]=[N:46][C:5]2[O:6][C:7]3([CH2:45][CH2:44]3)[C:8](=[O:43])[N:9]([CH:10]3[CH2:15][CH2:14][N:13]([C:16]([C:18]4[CH:23]=[CH:22][C:21]([C:24]5[CH:29]=[CH:28][CH:27]=[CH:26][C:25]=5[O:30][CH2:31][C:32]([CH3:41])([CH3:40])[C:33]([O:35]C(C)(C)C)=[O:34])=[CH:20][C:19]=4[CH3:42])=[O:17])[CH2:12][CH2:11]3)[C:4]=2[CH:3]=1.FC(F)(F)C(O)=O. (8) Given the product [CH:34]1([N:31]2[C:30](=[O:39])[N:29]([CH3:40])[C:28]3[C:32]2=[N:33][C:25]([NH:1][C:2]2[CH:7]=[CH:6][C:5]([S:8]([NH2:11])(=[O:9])=[O:10])=[CH:4][C:3]=2[CH3:12])=[N:26][CH:27]=3)[CH2:35][CH2:36][CH2:37][CH2:38]1, predict the reactants needed to synthesize it. The reactants are: [NH2:1][C:2]1[CH:7]=[CH:6][C:5]([S:8]([NH2:11])(=[O:10])=[O:9])=[CH:4][C:3]=1[CH3:12].CC1C=CC(S(O)(=O)=O)=CC=1.Cl[C:25]1[N:33]=[C:32]2[C:28]([N:29]([CH3:40])[C:30](=[O:39])[N:31]2[CH:34]2[CH2:38][CH2:37][CH2:36][CH2:35]2)=[CH:27][N:26]=1.C(O)CCC. (9) Given the product [Br:15][C:16]1[CH:21]=[CH:20][C:19]([S:22]([NH:1][C@H:2]([CH3:5])[CH2:3][OH:4])(=[O:24])=[O:23])=[CH:18][CH:17]=1, predict the reactants needed to synthesize it. The reactants are: [NH2:1][C@H:2]([CH3:5])[CH2:3][OH:4].C(N(C(C)C)C(C)C)C.[Br:15][C:16]1[CH:21]=[CH:20][C:19]([S:22](Cl)(=[O:24])=[O:23])=[CH:18][CH:17]=1.O.